This data is from Full USPTO retrosynthesis dataset with 1.9M reactions from patents (1976-2016). The task is: Predict the reactants needed to synthesize the given product. The reactants are: [Cl:1][C:2]1[N:7]=[C:6]([NH2:8])[N:5]=[C:4]([NH:9][CH2:10][C:11]2[CH:16]=[C:15]([O:17][CH3:18])[CH:14]=[C:13]([O:19][CH3:20])[CH:12]=2)[C:3]=1[NH2:21].[N:22]([O-])=O.[Na+]. Given the product [Cl:1][C:2]1[C:3]2[N:21]=[N:22][N:9]([CH2:10][C:11]3[CH:12]=[C:13]([O:19][CH3:20])[CH:14]=[C:15]([O:17][CH3:18])[CH:16]=3)[C:4]=2[N:5]=[C:6]([NH2:8])[N:7]=1, predict the reactants needed to synthesize it.